From a dataset of NCI-60 drug combinations with 297,098 pairs across 59 cell lines. Regression. Given two drug SMILES strings and cell line genomic features, predict the synergy score measuring deviation from expected non-interaction effect. (1) Drug 1: CCCS(=O)(=O)NC1=C(C(=C(C=C1)F)C(=O)C2=CNC3=C2C=C(C=N3)C4=CC=C(C=C4)Cl)F. Drug 2: C(=O)(N)NO. Cell line: BT-549. Synergy scores: CSS=16.4, Synergy_ZIP=-3.43, Synergy_Bliss=2.38, Synergy_Loewe=0.840, Synergy_HSA=0.307. (2) Drug 1: C1CC(C1)(C(=O)O)C(=O)O.[NH2-].[NH2-].[Pt+2]. Drug 2: CC=C1C(=O)NC(C(=O)OC2CC(=O)NC(C(=O)NC(CSSCCC=C2)C(=O)N1)C(C)C)C(C)C. Cell line: MOLT-4. Synergy scores: CSS=99.6, Synergy_ZIP=-1.40, Synergy_Bliss=-0.582, Synergy_Loewe=-0.176, Synergy_HSA=0.851. (3) Drug 1: C1=CC(=C2C(=C1NCCNCCO)C(=O)C3=C(C=CC(=C3C2=O)O)O)NCCNCCO. Cell line: HS 578T. Drug 2: N.N.Cl[Pt+2]Cl. Synergy scores: CSS=14.8, Synergy_ZIP=-10.3, Synergy_Bliss=-17.2, Synergy_Loewe=-40.0, Synergy_HSA=-18.4. (4) Drug 1: CN1CCC(CC1)COC2=C(C=C3C(=C2)N=CN=C3NC4=C(C=C(C=C4)Br)F)OC. Drug 2: C1=NC2=C(N=C(N=C2N1C3C(C(C(O3)CO)O)O)F)N. Cell line: NCI-H460. Synergy scores: CSS=9.12, Synergy_ZIP=-1.55, Synergy_Bliss=5.04, Synergy_Loewe=3.89, Synergy_HSA=5.26. (5) Synergy scores: CSS=12.3, Synergy_ZIP=-7.57, Synergy_Bliss=-3.05, Synergy_Loewe=-32.7, Synergy_HSA=-7.89. Drug 1: C1=CC(=CC=C1CC(C(=O)O)N)N(CCCl)CCCl.Cl. Drug 2: C1CN(P(=O)(OC1)NCCCl)CCCl. Cell line: COLO 205. (6) Drug 2: C1CC(=O)NC(=O)C1N2C(=O)C3=CC=CC=C3C2=O. Drug 1: CCCCCOC(=O)NC1=NC(=O)N(C=C1F)C2C(C(C(O2)C)O)O. Cell line: SNB-75. Synergy scores: CSS=-2.57, Synergy_ZIP=1.86, Synergy_Bliss=1.75, Synergy_Loewe=-2.63, Synergy_HSA=-1.87. (7) Drug 1: CC1C(C(=O)NC(C(=O)N2CCCC2C(=O)N(CC(=O)N(C(C(=O)O1)C(C)C)C)C)C(C)C)NC(=O)C3=C4C(=C(C=C3)C)OC5=C(C(=O)C(=C(C5=N4)C(=O)NC6C(OC(=O)C(N(C(=O)CN(C(=O)C7CCCN7C(=O)C(NC6=O)C(C)C)C)C)C(C)C)C)N)C. Drug 2: C1=CN(C(=O)N=C1N)C2C(C(C(O2)CO)O)O.Cl. Cell line: TK-10. Synergy scores: CSS=23.5, Synergy_ZIP=-5.49, Synergy_Bliss=-1.66, Synergy_Loewe=-4.35, Synergy_HSA=-2.19. (8) Drug 1: C1CCC(C1)C(CC#N)N2C=C(C=N2)C3=C4C=CNC4=NC=N3. Drug 2: CC1=C(C(=O)C2=C(C1=O)N3CC4C(C3(C2COC(=O)N)OC)N4)N. Cell line: SF-295. Synergy scores: CSS=55.1, Synergy_ZIP=0.650, Synergy_Bliss=0.871, Synergy_Loewe=-34.8, Synergy_HSA=2.12.